This data is from Full USPTO retrosynthesis dataset with 1.9M reactions from patents (1976-2016). The task is: Predict the reactants needed to synthesize the given product. The reactants are: [CH2:1]([O:8][C:9]([NH:11][C@@H:12]([CH2:38][CH2:39]SC)[C:13]([NH:15][C@H:16]1[CH2:21][CH2:20][C@@H:19]([NH:22][C:23](=[O:29])[O:24][C:25]([CH3:28])([CH3:27])[CH3:26])[CH2:18][C@H:17]1[CH2:30][S:31]([C:34]([CH3:37])([CH3:36])[CH3:35])(=[O:33])=[O:32])=[O:14])=[O:10])[C:2]1[CH:7]=[CH:6][CH:5]=[CH:4][CH:3]=1.C([O-])([O-])=O.[Cs+].[Cs+]. Given the product [CH2:1]([O:8][C:9]([NH:11][C@H:12]1[CH2:38][CH2:39][N:15]([C@H:16]2[CH2:21][CH2:20][C@@H:19]([NH:22][C:23](=[O:29])[O:24][C:25]([CH3:27])([CH3:26])[CH3:28])[CH2:18][C@H:17]2[CH2:30][S:31]([C:34]([CH3:37])([CH3:36])[CH3:35])(=[O:32])=[O:33])[C:13]1=[O:14])=[O:10])[C:2]1[CH:3]=[CH:4][CH:5]=[CH:6][CH:7]=1, predict the reactants needed to synthesize it.